Predict the reaction yield, written as a fraction of the theoretical maximum amount of product (1.0 means a 100% yield; for example, 0.34 means a 34% yield). From a dataset of Reaction yield outcomes from USPTO patents with 853,638 reactions. The reactants are O[C:2]1[C:3]([C:11]([OH:13])=[O:12])=[N:4][N:5]([CH3:10])[C:6](=[O:9])[C:7]=1[CH3:8].O=P(Cl)(Cl)[Cl:16]. No catalyst specified. The product is [Cl:16][C:2]1[C:3]([C:11]([OH:13])=[O:12])=[N:4][N:5]([CH3:10])[C:6](=[O:9])[C:7]=1[CH3:8]. The yield is 0.600.